From a dataset of Catalyst prediction with 721,799 reactions and 888 catalyst types from USPTO. Predict which catalyst facilitates the given reaction. Reactant: [CH2:1]([C:4]1[CH:10]=[CH:9][C:7]([NH2:8])=[CH:6][CH:5]=1)[CH2:2][CH3:3].[OH:11]OS([O-])=O.[K+].C(OCC)(=O)C. Product: [N:8]([C:7]1[CH:9]=[CH:10][C:4]([CH2:1][CH2:2][CH3:3])=[CH:5][CH:6]=1)=[O:11]. The catalyst class is: 46.